From a dataset of Forward reaction prediction with 1.9M reactions from USPTO patents (1976-2016). Predict the product of the given reaction. (1) Given the reactants [CH3:1][O:2][C:3]1[CH:4]=[CH:5][C:6]2[C:10]([O:11][C:12]3[CH:17]=[CH:16][C:15](/[CH:18]=[CH:19]/[C:20]([O:22][CH3:23])=[O:21])=[CH:14][CH:13]=3)=[C:9]([C:24]3[CH:29]=[CH:28][C:27]([O:30][CH3:31])=[CH:26][CH:25]=3)[S:8](=O)[C:7]=2[CH:33]=1.C1(P(C2C=CC=CC=2)C2C=CC=CC=2)C=CC=CC=1.[Si](Cl)(C)(C)C, predict the reaction product. The product is: [CH3:1][O:2][C:3]1[CH:4]=[CH:5][C:6]2[C:10]([O:11][C:12]3[CH:17]=[CH:16][C:15](/[CH:18]=[CH:19]/[C:20]([O:22][CH3:23])=[O:21])=[CH:14][CH:13]=3)=[C:9]([C:24]3[CH:25]=[CH:26][C:27]([O:30][CH3:31])=[CH:28][CH:29]=3)[S:8][C:7]=2[CH:33]=1. (2) The product is: [F:40][C:34]1[C:35]([F:39])=[CH:36][CH:37]=[CH:38][C:33]=1[C:31]1[N:32]=[C:27]2[CH:26]=[N:25][N:24]([CH2:23][C:20]3[N:21]=[N:22][C:17]([C:6]4[CH:7]=[CH:8][C:3]([O:2][CH3:1])=[CH:4][C:5]=4[C:12]([F:15])([F:14])[F:13])=[CH:18][CH:19]=3)[CH:29]=[C:28]2[N:30]=1. Given the reactants [CH3:1][O:2][C:3]1[CH:8]=[CH:7][C:6](B(O)O)=[C:5]([C:12]([F:15])([F:14])[F:13])[CH:4]=1.Cl[C:17]1[N:22]=[N:21][C:20]([CH2:23][N:24]2[CH:29]=[C:28]3[N:30]=[C:31]([C:33]4[CH:38]=[CH:37][CH:36]=[C:35]([F:39])[C:34]=4[F:40])[N:32]=[C:27]3[CH:26]=[N:25]2)=[CH:19][CH:18]=1, predict the reaction product. (3) Given the reactants Br[C:2]1[CH:15]=[N:14][C:5]2[NH:6][C:7](=[O:13])[C:8]([CH3:12])([CH3:11])[NH:9][CH2:10][C:4]=2[CH:3]=1.[CH3:16][N:17]([CH2:22][C:23]1[S:27][C:26]2[CH:28]=[CH:29][CH:30]=[CH:31][C:25]=2[C:24]=1[CH3:32])[C:18](=[O:21])[CH:19]=[CH2:20].C(N(C(C)C)C(C)C)C.CC1C=CC=CC=1P(C1C=CC=CC=1C)C1C=CC=CC=1C, predict the reaction product. The product is: [CH3:11][C:8]1([CH3:12])[C:7](=[O:13])[NH:6][C:5]2[N:14]=[CH:15][C:2](/[CH:20]=[CH:19]/[C:18]([N:17]([CH3:16])[CH2:22][C:23]3[S:27][C:26]4[CH:28]=[CH:29][CH:30]=[CH:31][C:25]=4[C:24]=3[CH3:32])=[O:21])=[CH:3][C:4]=2[CH2:10][NH:9]1. (4) The product is: [NH2:1][C:2]1[N:6]([CH2:18][CH2:17][C:16]([O:20][CH2:21][CH3:22])=[O:19])[N:5]=[C:4]([C:7]2[CH:8]=[N:9][CH:10]=[CH:11][CH:12]=2)[C:3]=1[C:13]#[N:14]. Given the reactants [NH2:1][C:2]1[NH:6][N:5]=[C:4]([C:7]2[CH:8]=[N:9][CH:10]=[CH:11][CH:12]=2)[C:3]=1[C:13]#[N:14].O.[C:16]([O:20][CH2:21][CH3:22])(=[O:19])[CH:17]=[CH2:18], predict the reaction product. (5) Given the reactants Cl[C:2]1[C:15]([C:16]2[CH:21]=[CH:20][CH:19]=[CH:18][CH:17]=2)=[C:14]([NH:22][CH:23]2[CH2:25][CH2:24]2)[N:5]2[N:6]=[C:7]3[C:12]([CH:11]=[C:10]([F:13])[CH:9]=[CH:8]3)=[C:4]2[N:3]=1.[C:26]([O:30][C:31](=[O:52])[NH:32][C:33]1([C:37]2[CH:42]=[CH:41][C:40](B3OC(C)(C)C(C)(C)O3)=[CH:39][CH:38]=2)[CH2:36][CH2:35][CH2:34]1)([CH3:29])([CH3:28])[CH3:27].C(=O)([O-])[O-].[Na+].[Na+].C(OCC)(=O)C, predict the reaction product. The product is: [C:26]([O:30][C:31](=[O:52])[NH:32][C:33]1([C:37]2[CH:38]=[CH:39][C:40]([C:2]3[C:15]([C:16]4[CH:21]=[CH:20][CH:19]=[CH:18][CH:17]=4)=[C:14]([NH:22][CH:23]4[CH2:25][CH2:24]4)[N:5]4[N:6]=[C:7]5[C:12]([CH:11]=[C:10]([F:13])[CH:9]=[CH:8]5)=[C:4]4[N:3]=3)=[CH:41][CH:42]=2)[CH2:34][CH2:35][CH2:36]1)([CH3:29])([CH3:27])[CH3:28]. (6) Given the reactants O[C:2]1[CH:9]=[CH:8][C:5]([CH:6]=[O:7])=[CH:4][C:3]=1[O:10][CH2:11][CH3:12].N1C=CC=CC=1.[S:19](O[S:19]([C:22]([F:25])([F:24])[F:23])(=[O:21])=[O:20])([C:22]([F:25])([F:24])[F:23])(=[O:21])=[O:20], predict the reaction product. The product is: [CH2:11]([O:10][C:3]1[CH:4]=[C:5]([CH:8]=[CH:9][C:2]=1[S:19]([C:22]([F:25])([F:24])[F:23])(=[O:21])=[O:20])[CH:6]=[O:7])[CH3:12]. (7) Given the reactants [NH2:1][C:2]1[CH:7]=[CH:6][C:5]([CH3:8])=[CH:4][N:3]=1.Cl[C:10](=[O:15])[C:11]([O:13][CH3:14])=[O:12], predict the reaction product. The product is: [CH3:14][O:13][C:11](=[O:12])[C:10]([NH:1][C:2]1[CH:7]=[CH:6][C:5]([CH3:8])=[CH:4][N:3]=1)=[O:15].